The task is: Predict the product of the given reaction.. This data is from Forward reaction prediction with 1.9M reactions from USPTO patents (1976-2016). (1) Given the reactants [CH:1]([N:4](CC)C(C)C)(C)[CH3:2].BrCC#N.[N:14]([C:17]1[CH:43]=[CH:42][C:20]([CH2:21][O:22][C:23]([NH:25][CH2:26][CH2:27][CH2:28][CH2:29][C@H:30]([NH:34][C:35]([O:37][C:38]([CH3:41])([CH3:40])[CH3:39])=[O:36])[C:31]([OH:33])=[O:32])=[O:24])=[CH:19][CH:18]=1)=[N+:15]=[N-:16], predict the reaction product. The product is: [N:14]([C:17]1[CH:43]=[CH:42][C:20]([CH2:21][O:22][C:23]([NH:25][CH2:26][CH2:27][CH2:28][CH2:29][C@H:30]([NH:34][C:35]([O:37][C:38]([CH3:39])([CH3:40])[CH3:41])=[O:36])[C:31]([O:33][CH2:2][C:1]#[N:4])=[O:32])=[O:24])=[CH:19][CH:18]=1)=[N+:15]=[N-:16]. (2) The product is: [ClH:40].[CH3:22][N:23]([CH3:39])[C:24]1[CH:29]=[CH:28][N:27]=[C:26]([N:30]2[C:34](=[O:35])[C:33]3[CH2:36][S:37][CH2:38][C:32]=3[NH:31]2)[CH:25]=1. Given the reactants N(C1C=C(N(C)C)C=CN=1)N.O=C1CSCC1C(OC)=O.[CH3:22][N:23]([CH3:39])[C:24]1[CH:29]=[CH:28][N:27]=[C:26]([N:30]2[C:34](=[O:35])[C:33]3[CH2:36][S:37][CH2:38][C:32]=3[NH:31]2)[CH:25]=1.[ClH:40], predict the reaction product. (3) Given the reactants [NH2:1][C:2]1[N:7]=[C:6]([NH2:8])[C:5]([N:9]2[CH2:14][CH2:13][N:12]([C:15]3[CH:22]=[CH:21][C:18]([CH:19]=O)=[CH:17][CH:16]=3)[CH2:11][CH2:10]2)=[C:4]([CH3:23])[N:3]=1.[NH2:24][O:25][CH2:26][CH2:27][NH2:28].[ClH:29].Cl, predict the reaction product. The product is: [ClH:29].[ClH:29].[NH2:28][CH2:27][CH2:26][O:25][N:24]=[CH:19][C:18]1[CH:17]=[CH:16][C:15]([N:12]2[CH2:11][CH2:10][N:9]([C:5]3[C:6]([NH2:8])=[N:7][C:2]([NH2:1])=[N:3][C:4]=3[CH3:23])[CH2:14][CH2:13]2)=[CH:22][CH:21]=1. (4) Given the reactants [Cl:1][C:2]1[S:6][C:5]2[C:7]3([O:13][CH2:14][C:15]([F:17])([F:16])[C:4]=2[CH:3]=1)[CH2:12][CH2:11][NH:10][CH2:9][CH2:8]3.[F:18][C:19]1[CH:24]=[CH:23][CH:22]=[C:21]([N+:25]([O-:27])=[O:26])[C:20]=1[N:28]1[CH:32]=[C:31]([CH:33]=O)[C:30]([CH3:35])=[N:29]1.N1C=CC=N1.C(O[BH-](OC(=O)C)OC(=O)C)(=O)C.[Na+], predict the reaction product. The product is: [Cl:1][C:2]1[S:6][C:5]2[C:7]3([O:13][CH2:14][C:15]([F:16])([F:17])[C:4]=2[CH:3]=1)[CH2:8][CH2:9][N:10]([CH2:33][C:31]1[C:30]([CH3:35])=[N:29][N:28]([C:20]2[C:21]([N+:25]([O-:27])=[O:26])=[CH:22][CH:23]=[CH:24][C:19]=2[F:18])[CH:32]=1)[CH2:11][CH2:12]3. (5) Given the reactants [CH3:1][S:2]([N:5]1[CH2:10][CH2:9][CH2:8][C@H:7]([NH:11][C:12]2[C:17]([C:18]3[N:19]=[C:20]4[CH:26]=[CH:25][N:24](COCC[Si](C)(C)C)[C:21]4=[N:22][CH:23]=3)=[CH:16][N:15]=[C:14](S(C)(=O)=O)[N:13]=2)[CH2:6]1)(=[O:4])=[O:3].[NH:39]1[CH2:44][CH2:43][O:42][CH2:41][CH2:40]1.CS(C)(=O)=O, predict the reaction product. The product is: [CH3:1][S:2]([N:5]1[CH2:10][CH2:9][CH2:8][C@H:7]([NH:11][C:12]2[C:17]([C:18]3[N:19]=[C:20]4[CH:26]=[CH:25][NH:24][C:21]4=[N:22][CH:23]=3)=[CH:16][N:15]=[C:14]([N:39]3[CH2:44][CH2:43][O:42][CH2:41][CH2:40]3)[N:13]=2)[CH2:6]1)(=[O:3])=[O:4]. (6) Given the reactants F[C:2](F)(F)[C:3]([O-])=O.[CH2:8]([O:10][C:11](=[O:28])[C:12]1[C:17]([NH:18][C:19]2[CH:24]=[CH:23][C:22]([I:25])=[CH:21][C:20]=2[F:26])=[CH:16][C:15]([NH2:27])=[N:14][CH:13]=1)[CH3:9].ClCC=O.C(=O)([O-])[O-].[K+].[K+], predict the reaction product. The product is: [CH2:8]([O:10][C:11]([C:12]1[C:17]([NH:18][C:19]2[CH:24]=[CH:23][C:22]([I:25])=[CH:21][C:20]=2[F:26])=[CH:16][C:15]2[N:14]([CH:2]=[CH:3][N:27]=2)[CH:13]=1)=[O:28])[CH3:9]. (7) Given the reactants [Br:1][C:2]1[C:6]([Cl:7])=[C:5]([CH3:8])[NH:4][C:3]=1[C:9]([OH:11])=O.CCN(C(C)C)C(C)C.CN(C(ON1N=NC2C=CC=NC1=2)=[N+](C)C)C.F[P-](F)(F)(F)(F)F.CC1(C)C2CC[C@]1(CS(O)(=O)=O)C(=O)C2.[NH2:60][C@@H:61]1[CH2:66][CH2:65][N:64]([C:67]([O:69][CH2:70][CH3:71])=[O:68])[CH2:63][C@@H:62]1[O:72][CH3:73], predict the reaction product. The product is: [Br:1][C:2]1[C:6]([Cl:7])=[C:5]([CH3:8])[NH:4][C:3]=1[C:9]([NH:60][C@@H:61]1[CH2:66][CH2:65][N:64]([C:67]([O:69][CH2:70][CH3:71])=[O:68])[CH2:63][C@@H:62]1[O:72][CH3:73])=[O:11]. (8) Given the reactants [CH3:1][O:2][C:3](=[O:18])[C@@H:4]([O:15][CH2:16][CH3:17])[CH2:5][C:6]1[CH:11]=[CH:10][C:9]([OH:12])=[CH:8][C:7]=1[CH2:13][CH3:14].Cl[CH2:20][C:21]1[N:22]=[C:23]([C:27]2[CH:32]=[CH:31][CH:30]=[CH:29][CH:28]=2)[O:24][C:25]=1[CH3:26].C(=O)([O-])[O-].[Cs+].[Cs+].[I-].[K+], predict the reaction product. The product is: [CH3:1][O:2][C:3](=[O:18])[C@@H:4]([O:15][CH2:16][CH3:17])[CH2:5][C:6]1[CH:11]=[CH:10][C:9]([O:12][CH2:20][C:21]2[N:22]=[C:23]([C:27]3[CH:32]=[CH:31][CH:30]=[CH:29][CH:28]=3)[O:24][C:25]=2[CH3:26])=[CH:8][C:7]=1[CH2:13][CH3:14]. (9) Given the reactants [SH:1][CH2:2][C:3]([O:5][C:6]([CH3:9])([CH3:8])[CH3:7])=[O:4].C[O-].[Na+].Cl/[C:14](/[C:18]1[CH:23]=[CH:22][C:21]([O:24][CH2:25][CH3:26])=[CH:20][CH:19]=1)=[CH:15]\[C:16]#[N:17].O, predict the reaction product. The product is: [NH2:17][C:16]1[CH:15]=[C:14]([C:18]2[CH:19]=[CH:20][C:21]([O:24][CH2:25][CH3:26])=[CH:22][CH:23]=2)[S:1][C:2]=1[C:3]([O:5][C:6]([CH3:9])([CH3:8])[CH3:7])=[O:4].